Binary Classification. Given a miRNA mature sequence and a target amino acid sequence, predict their likelihood of interaction. From a dataset of Experimentally validated miRNA-target interactions with 360,000+ pairs, plus equal number of negative samples. (1) The miRNA is mmu-miR-466a-3p with sequence UAUACAUACACGCACACAUAAGA. The protein sequence of the target gene is MAEPSAATQSHSISSSSFGAEPSAPGGGGSPGACPALGTKSCSSSCADSFVSSSSSQPVSLFSTSQEGLSSLCSDEPSSEIMTSSFLSSSEIHNTGLTILHGEKSHVLGSQPILAKEGKDHLDLLDMKKMEKPQGTSNNVSDSSVSLAAGVHCDRPSIPASFPEHPAFLSKKIGQVEEQIDKETKNPNGVSSREAKTALDADDRFTLLTAQKPPTEYSKVEGIYTYSLSPSKVSGDDVIEKDSPESPFEVIIDKAAFDKEFKDSYKESTDDFGSWSVHTDKESSEDISETNDKLFPLRNK.... Result: 0 (no interaction). (2) The miRNA is mmu-miR-206-3p with sequence UGGAAUGUAAGGAAGUGUGUGG. The protein sequence of the target gene is MADSKAKPAKAANKTPPKSPGDPARAAKRLSLESEGANEGATAAPELSALEEAFRRFAVHGDTRATGKEMHGKNWSKLCKDCHVIDGKNVTVTDVDIVFSKIKGKSCRTITFEQFQEALEELAKKRFKDKSSEEAVREVHRLIEGRAPVISGVTKAVSSPTVSRLTDTSKFTGSHKERFDQSGKGKGKAGRVDLVDESGYVPGYKHAGTYDQKVQGGK. Result: 0 (no interaction). (3) The miRNA is hsa-miR-708-5p with sequence AAGGAGCUUACAAUCUAGCUGGG. The protein sequence of the target gene is MCDFTEDQTAEFKEAFQLFDRTGDGKILYSQCGDVMRALGQNPTNAEVLKVLGNPKSDEMNVKVLDFEHFLPMLQTVAKNKDQGTYEDYVEGLRVFDKEGNGTVMGAEIRHVLVTLGEKMTEEEVEMLVAGHEDSNGCINYEAFVRHILSG. Result: 0 (no interaction). (4) The miRNA is hsa-miR-4252 with sequence GGCCACUGAGUCAGCACCA. The protein sequence of the target gene is MVGTMPLCGRRAILEDSKADGTEAQPLVPTGCLMVLLHWPGPEGGEPWVTFSQTSLTAEEVCIHIAHKVGITPPCLNLFALYNAQAKVWLPPNHILDTSQDMNLYFRMRFYFRNWHGMNPQEPAVYRCGFPGAETSSDRAEQGVQLLDSASFEYLFEQGKHEFMNDVVSLRDLSSEEEIHHFKNESLGMAFLHLCHLALSRGVPLEEMAREISFKNCIPHSFRQHIRQHNVLTRLRLHRVFRRFLRAFRPGHLSQQVVMVKYLATLERLAPRFGSERIPVCHLEVLAQPERDPCYIQNSG.... Result: 0 (no interaction). (5) Result: 0 (no interaction). The protein sequence of the target gene is MAYSTVQRVALASGLVLAVSLLLPKAFLSRGKRPEPPPGPEGKLDRFPPMMHHHSAPSDGQTPGARFQRSHLAEAFAKAKGAGGGAGGGGSGRGLMGQIIPIYGFGIFLYILYILFKLSKGKTAEDRNCSTAPPGNAHRKITNFELVQLQEKLKETEEAMEKLINRVGPNGESRAQAVTSDQEKRLLHQLREITRVMKEGKFIDTSPEKEAEEAPYMEDWEGYPEETYPIYDLSDGIKRRQETILVDYPDLKEPSAEEIAEQMGEIEEEGSERLSWDHLPTDPGAQKDNSVAPCDPKPES.... The miRNA is hsa-miR-1255a with sequence AGGAUGAGCAAAGAAAGUAGAUU. (6) The miRNA is hsa-miR-4720-3p with sequence UGCUUAAGUUGUACCAAGUAU. The protein sequence of the target gene is MDTEGFGELLQQAEQLAAETEGISELPHVERNLQEIQQAGERLRSRTLTRTSQETADVKASVLLGSRGLDISHISQRLESLSAATTFEPLEPVKDTDIQGFLKNEKDNALLSAIEESRKRTFGMAEEYHRESMLVEWEQVKQRILHTLLASGEDALDFTQESEPSYIGDVNPPGRSSLDSIEMAYARQIYIYNEKIVSGHLQPNLVDLCASVAELDDKSISDMWAMVKQMTDVVLTPATDALKSRSSVEVRMDFVKQALGYLEQSYKNYTLVTVFGNLHQAQLGGVPGTYQLVRSFLNIK.... Result: 0 (no interaction). (7) The miRNA is hsa-miR-631 with sequence AGACCUGGCCCAGACCUCAGC. The protein sequence of the target gene is MVSIRDFTMPKKFVQMLVFNLTLTEVVLSGNVLIWPTDGSHWLNIKIILEELIQRNHNVTVLASSATLFINSNPDSPVNFEVIPVSYKKSNIDSLIEHMIMLWIDHRPTPLTIWAFYKELGKLLDTFFQINIQLCDGVLKNPKLMARLQKGGFDVLVADPVTICGDLVALKLGIPFMYTLRFSPASTVERHCGKIPAPVSYVPAALSELTDQMTFGERIKNTISYSLQDYIFQSYWGEWNSYYSKILGRPTTLCETMGKAEIWLIRTYWDFEFPRPYLPNFEFVGGLHCKPAKPLPKEME.... Result: 0 (no interaction). (8) The miRNA is hsa-miR-92a-2-5p with sequence GGGUGGGGAUUUGUUGCAUUAC. The protein sequence of the target gene is MEAVIEKECSALGGLFQTIISDMKGSYPVWEDFINKAGKLQSQLRTTVVAAAAFLDAFQKVADMATNTRGGTREIGSALTRMCMRHRSIEAKLRQFSSALIDCLINPLQEQMEEWKKVANQLDKDHAKEYKKARQEIKNKSSDTLKLQKKAKKVDAQGRGDIQPQLDSALQDVNDKYLLLEETEKQAVRKALIEERGRFCTFISMLRPVIEEEISMLGEITHLQTISEDLKSLTMDPHKLPSSSEQVILDLKGSDYSWSYQTPPSSPSTTMSRKSSVCSSLNSVNSSDSRSSGSHSHSPS.... Result: 0 (no interaction). (9) The miRNA is hsa-miR-6894-5p with sequence AGGAGGAUGGAGAGCUGGGCCAGA. The protein sequence of the target gene is MSAGGDFGNPLRKFKLVFLGEQSVAKTSLITRFRYDSFDNTYQAIIGIDFLSKTMYLEDGTIGLRLWDTAGQERLRSLIPRYIRDSAAAVVVYDITNVNSFQQTTKWIDDVRTERGSDVIITLVGNRTDLADKRQVSVEEGERKAKGLNVTFIETRAKAGYNVKQLFRRVAAALPGMESTQDGSREDMSDIKLEKPQEQTVSEGGCSCYSPMSSSTLPQKPPYSFIDCSVNIGLNLFPSLITFCNSSLLPVSWR. Result: 1 (interaction). (10) The miRNA is mmu-miR-301b-3p with sequence CAGUGCAAUGGUAUUGUCAAAGC. The protein sequence of the target gene is MLPSLQESLDGDEKELESSEEGGSAEERRLEPPPSSHYCLYSFRGSRLTQNRGDSDDGRSGGINAETPSGDDFSLSLVDTNLPSEVEPELRSFIAKRLSKGAVFEGLGNVASVELRIPGYRVGCYYCLFQQEKLLPEIAAMESEHNPSEYVVCFLGGSEKGLELFRLELDKYIQGLKNNMNCEERSLGNDVKSYLNSWYEDVVCPIQRVVLLFQEKLTFLLHAALSYTPVEFKESDEKTKRDINRFLSVASLQGLIHEGTMTSLCMAMTEEQHKSVIIDCSGPQPQFHNAGSNRFCEDWM.... Result: 1 (interaction).